From a dataset of Catalyst prediction with 721,799 reactions and 888 catalyst types from USPTO. Predict which catalyst facilitates the given reaction. The catalyst class is: 32. Product: [Cl:12][C:7]1[CH:6]=[C:5]([CH2:4][CH2:3][O:2][CH3:1])[CH:10]=[CH:9][C:8]=1[NH2:11]. Reactant: [CH3:1][O:2][CH2:3][CH2:4][C:5]1[CH:10]=[CH:9][C:8]([NH2:11])=[CH:7][CH:6]=1.[Cl:12]N1C(=O)CCC1=O.